Dataset: Forward reaction prediction with 1.9M reactions from USPTO patents (1976-2016). Task: Predict the product of the given reaction. (1) Given the reactants [Cl:1][C:2]1[C:3]([CH2:10][O:11][CH:12]2[CH2:17][CH2:16][CH2:15][CH2:14][O:13]2)=[C:4]([CH2:8][OH:9])[CH:5]=[N:6][CH:7]=1.[H-].[Na+].[CH3:20][N:21]([CH:23]=[O:24])[CH3:22], predict the reaction product. The product is: [Cl:1][C:2]1[C:3]([CH2:10][O:11][CH:12]2[CH2:17][CH2:16][CH2:15][CH2:14][O:13]2)=[C:4]([CH2:8][O:9][C:23](=[O:24])[N:21]([CH3:22])[CH3:20])[CH:5]=[N:6][CH:7]=1. (2) Given the reactants [C:1]1([C@@H:7]([O:13][C:14]2[CH:19]=[CH:18][C:17]([C:20]([F:23])([F:22])[F:21])=[CH:16][CH:15]=2)[CH2:8][CH2:9][CH2:10][CH2:11][NH2:12])[CH:6]=[CH:5][CH:4]=[CH:3][CH:2]=1.[C:24]([OH:31])(=[O:30])/[CH:25]=[CH:26]/[C:27]([OH:29])=[O:28], predict the reaction product. The product is: [C:24]([OH:31])(=[O:30])/[CH:25]=[CH:26]/[C:27]([OH:29])=[O:28].[C:1]1([C@@H:7]([O:13][C:14]2[CH:15]=[CH:16][C:17]([C:20]([F:21])([F:22])[F:23])=[CH:18][CH:19]=2)[CH2:8][CH2:9][CH2:10][CH2:11][NH2:12])[CH:6]=[CH:5][CH:4]=[CH:3][CH:2]=1. (3) Given the reactants [N:1]1[CH:6]=[CH:5][CH:4]=[C:3]([CH:7]=[C:8]2[C:13](=[O:14])[CH:12]3[CH2:15][CH2:16][N:9]2[CH2:10][CH2:11]3)[CH:2]=1.C[O-].[Na+].[N+:20]([CH3:23])([O-:22])=[O:21].Cl, predict the reaction product. The product is: [N:1]1[CH:6]=[CH:5][CH:4]=[C:3]([CH:7]([CH:8]2[C:13](=[O:14])[CH:12]3[CH2:11][CH2:10][N:9]2[CH2:16][CH2:15]3)[CH2:23][N+:20]([O-:22])=[O:21])[CH:2]=1. (4) Given the reactants [Si:1]([O:8][C@@H:9]([CH3:15])[C:10](OCC)=[O:11])([C:4]([CH3:7])([CH3:6])[CH3:5])([CH3:3])[CH3:2].CO.[Li+].[BH4-], predict the reaction product. The product is: [Si:1]([O:8][C@@H:9]([CH3:15])[CH2:10][OH:11])([C:4]([CH3:7])([CH3:6])[CH3:5])([CH3:3])[CH3:2].